Task: Predict the reaction yield, written as a fraction of the theoretical maximum amount of product (1.0 means a 100% yield; for example, 0.34 means a 34% yield).. Dataset: Reaction yield outcomes from USPTO patents with 853,638 reactions (1) The reactants are CCN(CC)CC.[NH2:8][C@@H:9]([CH2:15][C:16]1[CH:21]=[CH:20][CH:19]=[CH:18][CH:17]=1)[C@H:10]([OH:14])[C:11]([OH:13])=[O:12].Cl[C:23]([C:25]1[C:26]([CH3:36])=[C:27]([O:32][C:33](=[O:35])[CH3:34])[CH:28]=[C:29]([CH3:31])[CH:30]=1)=[O:24].Cl. The catalyst is O.O1CCCC1. The product is [C:33]([O:32][C:27]1[C:26]([CH3:36])=[C:25]([CH:30]=[C:29]([CH3:31])[CH:28]=1)[C:23]([NH:8][C@@H:9]([CH2:15][C:16]1[CH:21]=[CH:20][CH:19]=[CH:18][CH:17]=1)[C@H:10]([OH:14])[C:11]([OH:13])=[O:12])=[O:24])(=[O:35])[CH3:34]. The yield is 0.915. (2) The reactants are [CH2:1]([NH:8][CH2:9][C:10]1[CH:15]=[CH:14][CH:13]=[C:12]([I:16])[CH:11]=1)[C:2]1[CH:7]=[CH:6][CH:5]=[CH:4][CH:3]=1.[C:17](O[C:17]([O:19][C:20]([CH3:23])([CH3:22])[CH3:21])=[O:18])([O:19][C:20]([CH3:23])([CH3:22])[CH3:21])=[O:18]. The catalyst is C(Cl)Cl.CN(C1C=CN=CC=1)C. The product is [C:20]([O:19][C:17](=[O:18])[N:8]([CH2:1][C:2]1[CH:3]=[CH:4][CH:5]=[CH:6][CH:7]=1)[CH2:9][C:10]1[CH:15]=[CH:14][CH:13]=[C:12]([I:16])[CH:11]=1)([CH3:23])([CH3:22])[CH3:21]. The yield is 0.810. (3) The reactants are Br[CH2:2][CH2:3][CH2:4][CH:5]1[O:10][C:9]2[CH:11]=[CH:12][CH:13]=[CH:14][C:8]=2[N:7]([C:15]2[CH:20]=[CH:19][CH:18]=[CH:17][CH:16]=2)[S:6]1(=[O:22])=[O:21].[CH2:23]([NH2:25])[CH3:24].[ClH:26]. The catalyst is C(OCC)C. The product is [ClH:26].[O:21]=[S:6]1(=[O:22])[CH:5]([CH2:4][CH2:3][CH2:2][NH:25][CH2:23][CH3:24])[O:10][C:9]2[CH:11]=[CH:12][CH:13]=[CH:14][C:8]=2[N:7]1[C:15]1[CH:20]=[CH:19][CH:18]=[CH:17][CH:16]=1. The yield is 0.580. (4) The reactants are [CH3:1][C:2]([N:8]1[CH:12]=[C:11]([C:13]2[CH:14]=[N:15][CH:16]=[CH:17][CH:18]=2)[N:10]=[CH:9]1)([CH3:7])[CH2:3][CH2:4][CH2:5]O.N(C(OCC)=O)=NC(OCC)=O.C1(P(C2C=CC=CC=2)C2C=CC=CC=2)C=CC=CC=1.[C:50]1(=[O:60])[NH:54][C:53](=[O:55])[C:52]2=[CH:56][CH:57]=[CH:58][CH:59]=[C:51]12. The catalyst is C1COCC1. The product is [CH3:1][C:2]([N:8]1[CH:12]=[C:11]([C:13]2[CH:14]=[N:15][CH:16]=[CH:17][CH:18]=2)[N:10]=[CH:9]1)([CH3:7])[CH2:3][CH2:4][CH2:5][N:54]1[C:50](=[O:60])[C:51]2[C:52](=[CH:56][CH:57]=[CH:58][CH:59]=2)[C:53]1=[O:55]. The yield is 0.660.